This data is from Catalyst prediction with 721,799 reactions and 888 catalyst types from USPTO. The task is: Predict which catalyst facilitates the given reaction. (1) Reactant: O[CH:2]=[C:3]1[C:11]2[C:6](=[CH:7][C:8]([C:12]([C:14]3[CH:15]=[C:16]([NH:20][C:21]([C:23]4[N:24]([C:28]5[CH:33]=[CH:32][CH:31]=[CH:30][CH:29]=5)[N:25]=[CH:26][CH:27]=4)=[O:22])[CH:17]=[CH:18][CH:19]=3)=[O:13])=[CH:9][CH:10]=2)[NH:5][C:4]1=[O:34].[CH3:35][N:36]1[CH2:41][CH2:40][N:39]([C:42]2[CH:47]=[CH:46][C:45]([NH2:48])=[CH:44][CH:43]=2)[CH2:38][CH2:37]1. Product: [CH3:35][N:36]1[CH2:37][CH2:38][N:39]([C:42]2[CH:47]=[CH:46][C:45]([NH:48][CH:2]=[C:3]3[C:11]4[C:6](=[CH:7][C:8]([C:12]([C:14]5[CH:15]=[C:16]([NH:20][C:21]([C:23]6[N:24]([C:28]7[CH:29]=[CH:30][CH:31]=[CH:32][CH:33]=7)[N:25]=[CH:26][CH:27]=6)=[O:22])[CH:17]=[CH:18][CH:19]=5)=[O:13])=[CH:9][CH:10]=4)[NH:5][C:4]3=[O:34])=[CH:44][CH:43]=2)[CH2:40][CH2:41]1. The catalyst class is: 1. (2) Reactant: [N+:1]([CH:4]([CH3:6])[CH3:5])([O-:3])=[O:2].[OH-].[K+].O.[C:10]([OH:14])(=[O:13])[CH:11]=O.O.N.[N+:17](CCC)([O-])=O.Cl. Product: [NH2:17][CH:11]([C:4]([CH3:6])([N+:1]([O-:3])=[O:2])[CH3:5])[C:10]([OH:14])=[O:13]. The catalyst class is: 97. (3) The catalyst class is: 1. Reactant: CC[N:3](C1C=CC=CC=1)CC.[N:12]1[CH:17]=[CH:16][CH:15]=[CH:14][C:13]=1[C:18]([OH:20])=O.Cl.CN(C)CCCN=C=NCC.ON1C2C=CC=CC=2N=N1. Product: [N:12]1[CH:17]=[CH:16][CH:15]=[CH:14][C:13]=1[C:18]([NH2:3])=[O:20]. (4) Reactant: Cl.[NH2:2][CH2:3][CH2:4][NH:5][C:6](=[O:15])[O:7][CH2:8][C:9]1[CH:14]=[CH:13][CH:12]=[CH:11][CH:10]=1.[CH3:16][CH2:17][C:18](=O)[CH2:19][CH3:20].C(O[BH-](OC(=O)C)OC(=O)C)(=O)C.[Na+]. Product: [CH2:17]([CH:18]([NH:2][CH2:3][CH2:4][NH:5][C:6](=[O:15])[O:7][CH2:8][C:9]1[CH:10]=[CH:11][CH:12]=[CH:13][CH:14]=1)[CH2:19][CH3:20])[CH3:16]. The catalyst class is: 4. (5) Reactant: [N+:1]([C:4]1[CH:12]=[CH:11][C:7]([C:8](Cl)=[O:9])=[CH:6][CH:5]=1)([O-:3])=[O:2].C(N(C(C)C)CC)(C)C.[CH3:22][N:23]([CH3:29])[CH:24]1[CH2:28][CH2:27][NH:26][CH2:25]1. Product: [CH3:22][N:23]([CH3:29])[CH:24]1[CH2:28][CH2:27][N:26]([C:8](=[O:9])[C:7]2[CH:11]=[CH:12][C:4]([N+:1]([O-:3])=[O:2])=[CH:5][CH:6]=2)[CH2:25]1. The catalyst class is: 1. (6) Reactant: [N+]([C:4]1[CH:11]=[CH:10][CH:9]=[C:8]([N+:12]([O-:14])=[O:13])[C:5]=1[C:6]#[N:7])([O-])=O.[Na].[CH2:16]([OH:19])[CH2:17][CH3:18]. Product: [N+:12]([C:8]1[CH:9]=[CH:10][CH:11]=[C:4]([O:19][CH2:16][CH2:17][CH3:18])[C:5]=1[C:6]#[N:7])([O-:14])=[O:13]. The catalyst class is: 3. (7) Reactant: [O:1]1[C@@H:13]2[C@@:14]34[CH2:16][CH2:17][N:18]([CH3:19])[C@@H:8]([C@:9]3([O:21][CH2:22][CH2:23][CH2:24][C:25]3[CH:30]=[CH:29][CH:28]=[CH:27][CH:26]=3)[CH2:10][CH2:11][C:12]2=[O:20])[CH2:7][C:6]2=[C:15]4[C:2]1=[C:3](OC1N(C3C=CC=CC=3)N=NN=1)[CH:4]=[CH:5]2.[K+].[Br-]. Product: [O:1]1[C@@H:13]2[C@@:14]34[CH2:16][CH2:17][N:18]([CH3:19])[C@@H:8]([C@:9]3([O:21][CH2:22][CH2:23][CH2:24][C:25]3[CH:26]=[CH:27][CH:28]=[CH:29][CH:30]=3)[CH2:10][CH2:11][C:12]2=[O:20])[CH2:7][C:6]2=[C:15]4[C:2]1=[CH:3][CH:4]=[CH:5]2. The catalyst class is: 331. (8) Reactant: [F:1][C:2]1[CH:3]=[CH:4][CH:5]=[C:6]2[C:11]=1[NH:10][C:9](=[O:12])[N:8]([CH:13]1[CH2:18][CH2:17][N:16]([C:19]([NH:21][CH:22]([C:34]3[NH:38][N:37]=[N:36][N:35]=3)[CH2:23][C:24]3[CH:25]=[C:26]4[C:30](=[C:31]([CH3:33])[CH:32]=3)[NH:29][N:28]=[CH:27]4)=[O:20])[CH2:15][CH2:14]1)[CH2:7]2.O[CH2:40][CH:41]1[CH2:46][CH2:45][N:44]([C:47]([O:49][C:50]([CH3:53])([CH3:52])[CH3:51])=[O:48])[CH2:43][CH2:42]1.C1(P(C2C=CC=CC=2)C2C=CC=CC=2)C=CC=CC=1.CCOC(/N=N/C(OCC)=O)=O. Product: [C:50]([O:49][C:47]([N:44]1[CH2:45][CH2:46][CH:41]([CH2:40][N:35]2[C:34]([CH:22]([NH:21][C:19]([N:16]3[CH2:15][CH2:14][CH:13]([N:8]4[CH2:7][C:6]5[C:11](=[C:2]([F:1])[CH:3]=[CH:4][CH:5]=5)[NH:10][C:9]4=[O:12])[CH2:18][CH2:17]3)=[O:20])[CH2:23][C:24]3[CH:25]=[C:26]4[C:30](=[C:31]([CH3:33])[CH:32]=3)[NH:29][N:28]=[CH:27]4)=[N:38][N:37]=[N:36]2)[CH2:42][CH2:43]1)=[O:48])([CH3:53])([CH3:51])[CH3:52]. The catalyst class is: 7.